Dataset: Full USPTO retrosynthesis dataset with 1.9M reactions from patents (1976-2016). Task: Predict the reactants needed to synthesize the given product. (1) Given the product [OH:1][C@@H:2]1[CH2:7][CH2:6][CH2:5][CH2:4][C@H:3]1[NH:8][C:9]1[S:10][C:11]2[CH:17]=[C:16]([CH2:18][N:19]3[C:23]4[CH:24]=[CH:25][C:26](/[CH:28]=[CH:29]/[C:30]([OH:32])=[O:31])=[CH:27][C:22]=4[N:21]=[CH:20]3)[CH:15]=[CH:14][C:12]=2[N:13]=1, predict the reactants needed to synthesize it. The reactants are: [OH:1][C@@H:2]1[CH2:7][CH2:6][CH2:5][CH2:4][C@H:3]1[NH:8][C:9]1[S:10][C:11]2[CH:17]=[C:16]([CH2:18][N:19]3[C:23]4[CH:24]=[CH:25][C:26](/[CH:28]=[CH:29]/[C:30]([O:32]CC)=[O:31])=[CH:27][C:22]=4[N:21]=[CH:20]3)[CH:15]=[CH:14][C:12]=2[N:13]=1.[Li+].[OH-]. (2) Given the product [CH3:17][CH:18]1[CH2:22][CH2:21][CH2:20][N:19]1[CH2:23][CH2:24][CH2:25][O:26][C:27]1[CH:28]=[CH:29][C:30]([C:33]2[S:35][C:13]3[CH2:14][CH2:9][C:10](=[O:16])[NH:11][C:12]=3[N:34]=2)=[CH:31][CH:32]=1, predict the reactants needed to synthesize it. The reactants are: FC(F)(F)C(O)=O.Br[CH:9]1[CH2:14][CH2:13][C:12](=O)[NH:11][C:10]1=[O:16].[CH3:17][CH:18]1[CH2:22][CH2:21][CH2:20][N:19]1[CH2:23][CH2:24][CH2:25][O:26][C:27]1[CH:32]=[CH:31][C:30]([C:33](=[S:35])[NH2:34])=[CH:29][CH:28]=1. (3) Given the product [C:11]([O:14][CH2:15][C:16]([NH:6][CH2:5][CH2:4][C:3]1[CH:7]=[CH:8][CH:9]=[CH:10][C:2]=1[Br:1])=[O:17])(=[O:13])[CH3:12], predict the reactants needed to synthesize it. The reactants are: [Br:1][C:2]1[CH:10]=[CH:9][CH:8]=[CH:7][C:3]=1[CH2:4][CH2:5][NH2:6].[C:11]([O:14][CH2:15][C:16](O)=[O:17])(=[O:13])[CH3:12].CN(C(ON1N=NC2C=CC=NC1=2)=[N+](C)C)C.F[P-](F)(F)(F)(F)F.CCN(C(C)C)C(C)C. (4) Given the product [F:20][C:18]([F:19])([F:21])[C:16]1[CH:15]=[C:14]([C@@H:22]([OH:49])[C@@H:23]([N:25]([CH2:26][C:27]2[CH:32]=[C:31]([C:33]([F:34])([F:35])[F:36])[CH:30]=[CH:29][C:28]=2[C:37]2[CH:42]=[C:41]([CH:43]([CH3:45])[CH3:44])[C:40]([F:46])=[CH:39][C:38]=2[O:47][CH3:48])[C:57](=[O:58])[O:56][C:52]([CH3:55])([CH3:54])[CH3:53])[CH3:24])[CH:13]=[C:12]([C:11]([F:50])([F:10])[F:51])[CH:17]=1, predict the reactants needed to synthesize it. The reactants are: C(N(C(C)C)CC)(C)C.[F:10][C:11]([F:51])([F:50])[C:12]1[CH:13]=[C:14]([C@@H:22]([OH:49])[C@@H:23]([NH:25][CH2:26][C:27]2[CH:32]=[C:31]([C:33]([F:36])([F:35])[F:34])[CH:30]=[CH:29][C:28]=2[C:37]2[CH:42]=[C:41]([CH:43]([CH3:45])[CH3:44])[C:40]([F:46])=[CH:39][C:38]=2[O:47][CH3:48])[CH3:24])[CH:15]=[C:16]([C:18]([F:21])([F:20])[F:19])[CH:17]=1.[C:52]([O:56][C:57](O[C:57]([O:56][C:52]([CH3:55])([CH3:54])[CH3:53])=[O:58])=[O:58])([CH3:55])([CH3:54])[CH3:53].